This data is from Forward reaction prediction with 1.9M reactions from USPTO patents (1976-2016). The task is: Predict the product of the given reaction. (1) Given the reactants C(N(C(C)C)CC)(C)C.O.[C:11]([C:13]1[CH:18]=[CH:17][C:16]([C:19]2[C:27]3[C:22](=[CH:23][C:24]([NH:28][S:29]([CH3:32])(=[O:31])=[O:30])=[CH:25][CH:26]=3)[N:21]([CH:33]([CH3:35])[CH3:34])[CH:20]=2)=[CH:15][C:14]=1[F:36])#[N:12].C(OP(=S)(OCC)[SH:41])C, predict the reaction product. The product is: [F:36][C:14]1[CH:15]=[C:16]([C:19]2[C:27]3[C:22](=[CH:23][C:24]([NH:28][S:29]([CH3:32])(=[O:31])=[O:30])=[CH:25][CH:26]=3)[N:21]([CH:33]([CH3:34])[CH3:35])[CH:20]=2)[CH:17]=[CH:18][C:13]=1[C:11]([NH2:12])=[S:41]. (2) Given the reactants [OH-].[K+].CS(C)=O.[CH:7]1[CH:12]=[C:11]([NH:13][C:14]2[N:19]=[CH:18][CH:17]=[CH:16][CH:15]=2)[N:10]=[CH:9][CH:8]=1.[CH3:20][C:21]1[N:26]=[C:25]([CH2:27]Br)[CH:24]=[CH:23][CH:22]=1, predict the reaction product. The product is: [CH3:27][C:25]1[N:26]=[C:21]([CH2:20][N:13]([C:11]2[CH:12]=[CH:7][CH:8]=[CH:9][N:10]=2)[C:14]2[CH:15]=[CH:16][CH:17]=[CH:18][N:19]=2)[CH:22]=[CH:23][CH:24]=1. (3) Given the reactants CS[CH:3]1[C:11]2[C:6](=[CH:7][CH:8]=[C:9]([C:12]#[N:13])[CH:10]=2)[NH:5][C:4]1=[O:14], predict the reaction product. The product is: [O:14]=[C:4]1[CH2:3][C:11]2[C:6](=[CH:7][CH:8]=[C:9]([C:12]#[N:13])[CH:10]=2)[NH:5]1. (4) Given the reactants [C:1]([O:5][C:6]([N:8]1[CH2:13][CH2:12][N:11]([C:14]2[CH:15]=[C:16]3[C:20](=[CH:21][CH:22]=2)[N:19](S(C2C=CC=CC=2)(=O)=O)[CH:18]=[C:17]3[C:32]#[N:33])[CH:10]([CH2:34][C:35]2[CH:40]=[CH:39][CH:38]=[CH:37][CH:36]=2)[CH2:9]1)=[O:7])([CH3:4])([CH3:3])[CH3:2].C([O-])([O-])=O.[K+].[K+], predict the reaction product. The product is: [C:1]([O:5][C:6]([N:8]1[CH2:13][CH2:12][N:11]([C:14]2[CH:15]=[C:16]3[C:20](=[CH:21][CH:22]=2)[NH:19][CH:18]=[C:17]3[C:32]#[N:33])[CH:10]([CH2:34][C:35]2[CH:36]=[CH:37][CH:38]=[CH:39][CH:40]=2)[CH2:9]1)=[O:7])([CH3:4])([CH3:2])[CH3:3]. (5) Given the reactants [CH2:1]([O:3][C:4](=[O:25])[C:5]([NH:21][C:22](=[O:24])[CH3:23])([CH2:11][C:12]1[CH:17]=[CH:16][CH:15]=[CH:14][C:13]=1[N+:18]([O-])=O)[C:6]([O:8][CH2:9][CH3:10])=[O:7])[CH3:2].[H][H], predict the reaction product. The product is: [CH2:1]([O:3][C:4](=[O:25])[C:5]([NH:21][C:22](=[O:24])[CH3:23])([CH2:11][C:12]1[CH:17]=[CH:16][CH:15]=[CH:14][C:13]=1[NH2:18])[C:6]([O:8][CH2:9][CH3:10])=[O:7])[CH3:2]. (6) Given the reactants [OH:1][C:2]1[C:11]2[C:6](=[CH:7][CH:8]=[CH:9][CH:10]=2)[NH:5][C:4](=[O:12])[CH:3]=1.[Br:13]N1C(=O)CCC1=O.C([O-])([O-])=O.[K+].[K+].[F:27][C:28]1[CH:35]=[C:34]([F:36])[CH:33]=[CH:32][C:29]=1[CH2:30]Br, predict the reaction product. The product is: [Br:13][C:3]1[C:4](=[O:12])[NH:5][C:6]2[C:11]([C:2]=1[O:1][CH2:30][C:29]1[CH:32]=[CH:33][C:34]([F:36])=[CH:35][C:28]=1[F:27])=[CH:10][CH:9]=[CH:8][CH:7]=2. (7) Given the reactants Cl[C:2]1[C:3]2[C:10]3[CH:11]=[CH:12][N:13]=[CH:14][C:9]=3[NH:8][C:4]=2[N:5]=[CH:6][N:7]=1.[NH:15]1[CH2:20][CH2:19][O:18][CH2:17][CH2:16]1.C(N(CC)CC)C, predict the reaction product. The product is: [N:15]1([C:2]2[C:3]3[C:10]4[CH:11]=[CH:12][N:13]=[CH:14][C:9]=4[NH:8][C:4]=3[N:5]=[CH:6][N:7]=2)[CH2:20][CH2:19][O:18][CH2:17][CH2:16]1.